From a dataset of Full USPTO retrosynthesis dataset with 1.9M reactions from patents (1976-2016). Predict the reactants needed to synthesize the given product. Given the product [CH2:33]([C:20]1[N:19]([CH2:18][CH2:17][CH2:16][NH:15][CH:41]2[CH2:42][CH2:43][N:38]([CH3:37])[CH2:39][CH2:40]2)[C:31]2[C:30]3[CH:29]=[CH:28][CH:27]=[CH:26][C:25]=3[N:24]=[C:23]([NH2:32])[C:22]=2[N:21]=1)[CH2:34][CH2:35][CH3:36], predict the reactants needed to synthesize it. The reactants are: C(O[BH-](OC(=O)C)OC(=O)C)(=O)C.[Na+].[NH2:15][CH2:16][CH2:17][CH2:18][N:19]1[C:31]2[C:30]3[CH:29]=[CH:28][CH:27]=[CH:26][C:25]=3[N:24]=[C:23]([NH2:32])[C:22]=2[N:21]=[C:20]1[CH2:33][CH2:34][CH2:35][CH3:36].[CH3:37][N:38]1[CH2:43][CH2:42][C:41](=O)[CH2:40][CH2:39]1.